From a dataset of NCI-60 drug combinations with 297,098 pairs across 59 cell lines. Regression. Given two drug SMILES strings and cell line genomic features, predict the synergy score measuring deviation from expected non-interaction effect. Drug 1: CC12CCC3C(C1CCC2=O)CC(=C)C4=CC(=O)C=CC34C. Drug 2: CN1C(=O)N2C=NC(=C2N=N1)C(=O)N. Cell line: COLO 205. Synergy scores: CSS=55.2, Synergy_ZIP=4.19, Synergy_Bliss=10.1, Synergy_Loewe=5.99, Synergy_HSA=6.34.